The task is: Predict the product of the given reaction.. This data is from Forward reaction prediction with 1.9M reactions from USPTO patents (1976-2016). (1) Given the reactants [C:1]1(=[O:7])OC(=O)[CH2:3][CH2:2]1.C[N:9]1CCOCC1.[NH2:15][CH:16]([CH2:18][C:19]1[CH:24]=[CH:23][CH:22]=[CH:21][CH:20]=1)[CH3:17].C[N:26]([CH:28]=[O:29])C, predict the reaction product. The product is: [C:1]([NH2:9])(=[O:7])[CH2:2][CH2:3][C:28]([NH2:26])=[O:29].[CH3:17][C@H:16]([NH2:15])[CH2:18][C:19]1[CH:20]=[CH:21][CH:22]=[CH:23][CH:24]=1. (2) Given the reactants [CH3:1][S:2](Cl)(=[O:4])=[O:3].[OH:6][CH:7]([C:12]1[CH:19]=[CH:18][C:15]([C:16]#[N:17])=[CH:14][CH:13]=1)[CH:8]([CH3:11])[CH2:9][CH3:10].C(N(CC)CC)C, predict the reaction product. The product is: [CH3:1][S:2]([O:6][CH:7]([C:12]1[CH:13]=[CH:14][C:15]([C:16]#[N:17])=[CH:18][CH:19]=1)[CH:8]([CH3:11])[CH2:9][CH3:10])(=[O:4])=[O:3].